This data is from Forward reaction prediction with 1.9M reactions from USPTO patents (1976-2016). The task is: Predict the product of the given reaction. (1) Given the reactants [F:1][C:2]([F:43])([F:42])[C:3]1[CH:4]=[C:5]([CH:9]([NH:34]C(=O)OC(C)(C)C)[C:10]2[N:11]=[CH:12][N:13](C(C3C=CC=CC=3)(C3C=CC=CC=3)C3C=CC=CC=3)[CH:14]=2)[CH:6]=[CH:7][CH:8]=1.[ClH:44], predict the reaction product. The product is: [ClH:44].[ClH:44].[NH:13]1[CH:14]=[C:10]([CH:9]([C:5]2[CH:6]=[CH:7][CH:8]=[C:3]([C:2]([F:1])([F:42])[F:43])[CH:4]=2)[NH2:34])[N:11]=[CH:12]1. (2) Given the reactants [N:1]1[C:6]2[NH:7][CH:8]=[CH:9][C:5]=2[C:4]([N:10]2[CH2:18][CH2:17][CH2:16][N:15]([C:19](=[O:22])[CH:20]=[CH2:21])[C:12]3([CH2:14][CH2:13]3)[CH2:11]2)=[N:3][CH:2]=1.[C:23](=O)([O-:36])[O:24][C:25]([CH3:35])([CH3:34])[CH2:26]C(OC(C)(C)C)=O, predict the reaction product. The product is: [C:19]([N:15]1[C:12]2([CH2:14][CH2:13]2)[CH2:11][N:10]([C:4]2[C:5]3[CH:9]=[CH:8][N:7]([C:23]([O:24][C:25]([CH3:35])([CH3:34])[CH3:26])=[O:36])[C:6]=3[N:1]=[CH:2][N:3]=2)[CH2:18][CH2:17][CH2:16]1)(=[O:22])[CH:20]=[CH2:21]. (3) Given the reactants [C:1]([C:3]1[CH:10]=[CH:9][C:6]([CH:7]=O)=[CH:5][CH:4]=1)#[N:2].[NH2:11][CH2:12][C:13]1[NH:17][N:16]=[C:15]([CH3:18])[C:14]=1[O:19][C:20]1[CH:21]=[C:22]([CH:25]=[C:26]([Cl:28])[CH:27]=1)[C:23]#[N:24].S([O-])([O-])(=O)=O.[Mg+2].[BH4-].[Na+], predict the reaction product. The product is: [Cl:28][C:26]1[CH:25]=[C:22]([CH:21]=[C:20]([O:19][C:14]2[C:15]([CH3:18])=[N:16][NH:17][C:13]=2[CH2:12][NH:11][CH2:7][C:6]2[CH:9]=[CH:10][C:3]([C:1]#[N:2])=[CH:4][CH:5]=2)[CH:27]=1)[C:23]#[N:24]. (4) The product is: [CH2:19]([O:26][C@@H:27]1[C@@H:32]([O:33][CH2:34][C:35]2[CH:36]=[CH:37][CH:38]=[CH:39][CH:40]=2)[C@H:31]([O:41][CH2:42][C:43]2[CH:48]=[CH:47][CH:46]=[CH:45][CH:44]=2)[C@@H:30]([CH2:49][O:50][CH2:51][C:52]2[CH:57]=[CH:56][CH:55]=[CH:54][CH:53]=2)[O:29][C@H:28]1[C:58]1[CH:63]=[CH:62][CH:61]=[C:60]([CH2:64][OH:65])[CH:59]=1)[C:20]1[CH:25]=[CH:24][CH:23]=[CH:22][CH:21]=1. Given the reactants [F-].C([N+](CCCC)(CCCC)CCCC)CCC.[CH2:19]([O:26][C@@H:27]1[C@@H:32]([O:33][CH2:34][C:35]2[CH:40]=[CH:39][CH:38]=[CH:37][CH:36]=2)[C@H:31]([O:41][CH2:42][C:43]2[CH:48]=[CH:47][CH:46]=[CH:45][CH:44]=2)[C@@H:30]([CH2:49][O:50][CH2:51][C:52]2[CH:57]=[CH:56][CH:55]=[CH:54][CH:53]=2)[O:29][C@H:28]1[C:58]1[CH:63]=[CH:62][CH:61]=[C:60]([CH2:64][O:65][Si](C(C)(C)C)(C2C=CC=CC=2)C2C=CC=CC=2)[CH:59]=1)[C:20]1[CH:25]=[CH:24][CH:23]=[CH:22][CH:21]=1.[OH-].[Na+].O, predict the reaction product. (5) Given the reactants BrCCBr.C[Si](Cl)(C)C.[CH2:10]([O:17][C:18]1[CH:23]=[C:22]([CH2:24]I)[CH:21]=[CH:20][C:19]=1[N:26]1[S:30](=[O:32])(=[O:31])[N:29]([CH2:33][CH2:34][Si:35]([CH3:38])([CH3:37])[CH3:36])[C:28](=[O:39])[CH2:27]1)[C:11]1[CH:16]=[CH:15][CH:14]=[CH:13][CH:12]=1.C1(C2C=CC=CC=2)C=CC=CC=1.[CH2:52]([O:59][C:60]1[CH:65]=[CH:64][CH:63]=[C:62](Br)[N:61]=1)[C:53]1[CH:58]=[CH:57][CH:56]=[CH:55][CH:54]=1, predict the reaction product. The product is: [CH2:10]([O:17][C:18]1[CH:23]=[C:22]([CH2:24][C:62]2[CH:63]=[CH:64][CH:65]=[C:60]([O:59][CH2:52][C:53]3[CH:54]=[CH:55][CH:56]=[CH:57][CH:58]=3)[N:61]=2)[CH:21]=[CH:20][C:19]=1[N:26]1[S:30](=[O:32])(=[O:31])[N:29]([CH2:33][CH2:34][Si:35]([CH3:38])([CH3:37])[CH3:36])[C:28](=[O:39])[CH2:27]1)[C:11]1[CH:16]=[CH:15][CH:14]=[CH:13][CH:12]=1. (6) Given the reactants C(OC(=O)[NH:7][CH:8]([C:16](=[O:50])[NH:17][CH:18]([C:20](=[O:49])[NH:21][CH:22]([CH2:39][C:40]1[CH:45]=[C:44]([F:46])[C:43]([F:47])=[CH:42][C:41]=1[F:48])[CH2:23][C:24](=[O:38])[N:25]1[CH2:30][CH2:29][N:28]2[C:31]([C:34]([F:37])([F:36])[F:35])=[N:32][N:33]=[C:27]2[CH2:26]1)[CH3:19])[CH2:9][C:10]1[CH:15]=[CH:14][CH:13]=[CH:12][CH:11]=1)(C)(C)C.CCOC(C)=O, predict the reaction product. The product is: [NH2:7][CH:8]([CH2:9][C:10]1[CH:11]=[CH:12][CH:13]=[CH:14][CH:15]=1)[C:16]([NH:17][CH:18]([C:20](=[O:49])[NH:21][CH:22]([CH2:39][C:40]1[CH:45]=[C:44]([F:46])[C:43]([F:47])=[CH:42][C:41]=1[F:48])[CH2:23][C:24](=[O:38])[N:25]1[CH2:30][CH2:29][N:28]2[C:31]([C:34]([F:35])([F:37])[F:36])=[N:32][N:33]=[C:27]2[CH2:26]1)[CH3:19])=[O:50]. (7) The product is: [CH2:12]([N:11]1[C:7]2[CH:6]=[C:5]([CH2:3][OH:2])[CH:15]=[CH:14][C:8]=2[N:9]=[N:10]1)[CH3:13]. Given the reactants C[O:2][C:3]([C:5]1[CH:15]=[CH:14][C:8]2[N:9]=[N:10][N:11]([CH2:12][CH3:13])[C:7]=2[CH:6]=1)=O.[BH4-].[Li+].[Cl-].[NH4+], predict the reaction product.